Dataset: Catalyst prediction with 721,799 reactions and 888 catalyst types from USPTO. Task: Predict which catalyst facilitates the given reaction. (1) Reactant: [CH3:1][O:2][C:3]1[CH:8]=[CH:7][C:6](B(O)O)=[CH:5][CH:4]=1.Cl[C:13]1[C:18]([CH2:19][OH:20])=[CH:17][CH:16]=[CH:15][N:14]=1.C(=O)(O)[O-].[Na+].O1CCOCC1. Product: [CH3:1][O:2][C:3]1[CH:8]=[CH:7][C:6]([C:13]2[C:18]([CH2:19][OH:20])=[CH:17][CH:16]=[CH:15][N:14]=2)=[CH:5][CH:4]=1. The catalyst class is: 587. (2) Reactant: [CH3:1][N:2]1[C:6]([C:7]2[S:8][C:9]3[N:10]=[CH:11][N:12]=[C:13]([NH2:16])[C:14]=3[N:15]=2)=[C:5]([C:17]2[CH:22]=[CH:21][CH:20]=[CH:19][CH:18]=2)[N:4]=[CH:3]1.[C:23](Cl)(=[O:30])[C:24]1[CH:29]=[CH:28][CH:27]=[CH:26][CH:25]=1.C(N([CH2:37][CH3:38])CC)C.[C:39]([O-:42])(O)=O.[Na+]. Product: [C:23]([N:16]([C:13]1[C:14]2[N:15]=[C:7]([C:6]3[N:2]([CH3:1])[CH:3]=[N:4][C:5]=3[C:17]3[CH:18]=[CH:19][CH:20]=[CH:21][CH:22]=3)[S:8][C:9]=2[N:10]=[CH:11][N:12]=1)[C:39](=[O:42])[C:38]1[CH:37]=[CH:7][CH:6]=[CH:5][CH:17]=1)(=[O:30])[C:24]1[CH:29]=[CH:28][CH:27]=[CH:26][CH:25]=1. The catalyst class is: 17. (3) Reactant: [C:1]1([CH:7]2[CH2:11][CH2:10][CH2:9][CH:8]2[NH:12][C:13](=[O:15])[CH3:14])[CH:6]=[CH:5][CH:4]=[CH:3][CH:2]=1.[Cl:16][S:17](O)(=[O:19])=[O:18]. Product: [C:13]([NH:12][C@@H:8]1[CH2:9][CH2:10][CH2:11][C@H:7]1[C:1]1[CH:6]=[CH:5][C:4]([S:17]([Cl:16])(=[O:19])=[O:18])=[CH:3][CH:2]=1)(=[O:15])[CH3:14]. The catalyst class is: 4.